This data is from Full USPTO retrosynthesis dataset with 1.9M reactions from patents (1976-2016). The task is: Predict the reactants needed to synthesize the given product. (1) The reactants are: [CH:1]1([O:7][C:8]2[N:13]=[C:12]([C@H:14]([OH:18])[CH2:15][C:16]#[N:17])[CH:11]=[CH:10][CH:9]=2)[CH2:6][CH2:5][CH2:4][CH2:3][CH2:2]1.N.CO.C(Cl)Cl. Given the product [NH2:17][CH2:16][CH2:15][C@H:14]([C:12]1[CH:11]=[CH:10][CH:9]=[C:8]([O:7][CH:1]2[CH2:6][CH2:5][CH2:4][CH2:3][CH2:2]2)[N:13]=1)[OH:18], predict the reactants needed to synthesize it. (2) Given the product [C:1]([C:5]1[CH:20]=[CH:19][CH:18]=[CH:17][C:6]=1[O:7][C:8]1[N:9]=[N:10][C:11]([Cl:16])=[C:12]([Si:22]([CH3:24])([CH3:23])[CH3:21])[C:13]=1[O:14][CH3:15])([CH3:4])([CH3:2])[CH3:3], predict the reactants needed to synthesize it. The reactants are: [C:1]([C:5]1[CH:20]=[CH:19][CH:18]=[CH:17][C:6]=1[O:7][C:8]1[N:9]=[N:10][C:11]([Cl:16])=[CH:12][C:13]=1[O:14][CH3:15])([CH3:4])([CH3:3])[CH3:2].[CH3:21][Si:22](Cl)([CH3:24])[CH3:23].[Cl-].[NH4+]. (3) Given the product [CH3:1][O:2][C:3]1[CH:4]=[C:5]2[C:10](=[CH:11][C:12]=1[O:13][CH3:14])[N:9]=[CH:8][CH:7]=[C:6]2[O:15][C:16]1[CH:22]=[CH:21][C:19]([NH:20][C:36]([NH:53][CH:51]([C:47]2[S:48][C:49]([CH3:50])=[C:45]([CH3:44])[N:46]=2)[CH3:52])=[O:42])=[C:18]([O:23][CH3:24])[CH:17]=1, predict the reactants needed to synthesize it. The reactants are: [CH3:1][O:2][C:3]1[CH:4]=[C:5]2[C:10](=[CH:11][C:12]=1[O:13][CH3:14])[N:9]=[CH:8][CH:7]=[C:6]2[O:15][C:16]1[CH:22]=[CH:21][C:19]([NH2:20])=[C:18]([O:23][CH3:24])[CH:17]=1.C(N(CC)CC)C.ClC(Cl)(O[C:36](=[O:42])OC(Cl)(Cl)Cl)Cl.[CH3:44][C:45]1[N:46]=[C:47]([CH:51]([NH2:53])[CH3:52])[S:48][C:49]=1[CH3:50]. (4) The reactants are: Cl[C:2]1[CH:3]=[CH:4][C:5]([N:8]2[CH2:12][C:11]([CH2:14][NH:15][C:16](=[O:37])[C:17]3[CH:22]=[CH:21][C:20]([C:23]4[O:24][C:25]5[C:31]([CH:32]([CH3:34])[CH3:33])=[CH:30][C:29]([C:35]#[N:36])=[CH:28][C:26]=5[N:27]=4)=[CH:19][CH:18]=3)([CH3:13])[O:10][C:9]2=[O:38])=[N:6][CH:7]=1.C(=O)([O-])[O-].[K+].[K+].[F:45][C:46]([F:58])([F:57])[O:47][C:48]1[CH:53]=[CH:52][CH:51]=[CH:50][C:49]=1B(O)O. Given the product [C:35]([C:29]1[CH:30]=[C:31]([CH:32]([CH3:34])[CH3:33])[C:25]2[O:24][C:23]([C:20]3[CH:21]=[CH:22][C:17]([C:16]([NH:15][CH2:14][C:11]4([CH3:13])[O:10][C:9](=[O:38])[N:8]([C:5]5[CH:4]=[CH:3][C:2]([C:49]6[CH:50]=[CH:51][CH:52]=[CH:53][C:48]=6[O:47][C:46]([F:45])([F:58])[F:57])=[CH:7][N:6]=5)[CH2:12]4)=[O:37])=[CH:18][CH:19]=3)=[N:27][C:26]=2[CH:28]=1)#[N:36], predict the reactants needed to synthesize it. (5) Given the product [CH3:54][N:50]([CH3:49])[CH2:51][CH2:52][CH2:53][CH2:48][CH2:47][N:46]1[C:45]2[CH:55]=[CH:56][CH:57]=[CH:58][C:44]=2[N:43]=[C:42]1[CH2:41][N:30]([CH3:29])[CH:31]1[C:40]2[N:39]=[CH:38][CH:37]=[CH:36][C:35]=2[CH2:34][CH2:33][CH2:32]1, predict the reactants needed to synthesize it. The reactants are: NCCCCCN1C2C=CC=CC=2N=C1CN(C)C1C2N=CC=CC=2CCC1.[CH3:29][N:30]([CH2:41][C:42]1[N:46]([CH2:47][CH:48]2[CH2:53][CH2:52][CH2:51][N:50]([CH3:54])[CH2:49]2)[C:45]2[CH:55]=[CH:56][CH:57]=[CH:58][C:44]=2[N:43]=1)[CH:31]1[C:40]2[N:39]=[CH:38][CH:37]=[CH:36][C:35]=2[CH2:34][CH2:33][CH2:32]1. (6) Given the product [CH2:15]([C:12]([CH2:11][S:8]([C:5]1[CH:4]=[CH:3][C:2]([CH3:1])=[CH:7][CH:6]=1)(=[O:10])=[O:9])([CH2:24][CH:19]=[CH:20][CH3:21])[CH:13]=[O:14])[CH2:16][CH2:17][CH3:18], predict the reactants needed to synthesize it. The reactants are: [CH3:1][C:2]1[CH:7]=[CH:6][C:5]([S:8]([CH2:11][CH:12]([CH2:15][CH2:16][CH2:17][CH3:18])[CH:13]=[O:14])(=[O:10])=[O:9])=[CH:4][CH:3]=1.[C:19]1(C)[CH:24]=CC=[CH:21][CH:20]=1.CC(O)C=C.C1(C)C=CC(S(O)(=O)=O)=CC=1. (7) Given the product [CH2:24]([N:1]([CH2:36][CH:33]=[CH2:34])[C:2]1[CH:3]=[CH:4][C:5]([CH2:6][CH2:7][C:8]([NH:10][CH:11]([C:17]([O:19][CH2:20][CH3:21])=[O:18])[C:12]([O:14][CH2:15][CH3:16])=[O:13])=[O:9])=[CH:22][CH:23]=1)[CH:25]=[CH2:26].[CH2:26]([NH:1][C:2]1[CH:3]=[CH:4][C:5]([CH2:6][CH2:7][C:8]([NH:10][CH:11]([C:17]([O:19][CH2:20][CH3:21])=[O:18])[C:12]([O:14][CH2:15][CH3:16])=[O:13])=[O:9])=[CH:22][CH:23]=1)[CH:25]=[CH2:24], predict the reactants needed to synthesize it. The reactants are: [NH2:1][C:2]1[CH:23]=[CH:22][C:5]([CH2:6][CH2:7][C:8]([NH:10][CH:11]([C:17]([O:19][CH2:20][CH3:21])=[O:18])[C:12]([O:14][CH2:15][CH3:16])=[O:13])=[O:9])=[CH:4][CH:3]=1.[CH2:24](Br)[CH:25]=[CH2:26].C(N([CH2:33][CH3:34])CC)C.O.[CH3:36]N(C=O)C. (8) Given the product [CH2:1]([C:3]1[N:7]([C:8]2[N:16]=[C:15]3[C:11]([N:12]=[C:13]([CH2:18][N:36]4[CH2:37][CH2:38][C@H:34]([C:32]([N:31]([CH3:39])[CH3:30])=[O:33])[CH2:35]4)[N:14]3[CH3:17])=[C:10]([N:20]3[CH2:25][CH2:24][O:23][CH2:22][CH2:21]3)[N:9]=2)[C:6]2[CH:26]=[CH:27][CH:28]=[CH:29][C:5]=2[N:4]=1)[CH3:2], predict the reactants needed to synthesize it. The reactants are: [CH2:1]([C:3]1[N:7]([C:8]2[N:16]=[C:15]3[C:11]([N:12]=[C:13]([CH:18]=O)[N:14]3[CH3:17])=[C:10]([N:20]3[CH2:25][CH2:24][O:23][CH2:22][CH2:21]3)[N:9]=2)[C:6]2[CH:26]=[CH:27][CH:28]=[CH:29][C:5]=2[N:4]=1)[CH3:2].[CH3:30][N:31]([CH3:39])[C:32]([C@H:34]1[CH2:38][CH2:37][NH:36][CH2:35]1)=[O:33].C(O[BH-](OC(=O)C)OC(=O)C)(=O)C.[Na+]. (9) Given the product [Br:24][CH2:1][C:2]1[CH:3]=[CH:4][C:5]([O:8][C:9]2[CH:16]=[CH:15][C:12]([C:13]#[N:14])=[CH:11][CH:10]=2)=[N:6][CH:7]=1, predict the reactants needed to synthesize it. The reactants are: [CH3:1][C:2]1[CH:3]=[CH:4][C:5]([O:8][C:9]2[CH:16]=[CH:15][C:12]([C:13]#[N:14])=[CH:11][CH:10]=2)=[N:6][CH:7]=1.C1C(=O)N([Br:24])C(=O)C1.C(OOC(=O)C1C=CC=CC=1)(=O)C1C=CC=CC=1.[O-]S([O-])(=S)=O.[Na+].[Na+].P([O-])(OCC)OCC.CCN(C(C)C)C(C)C.C([O-])(O)=O.[Na+].